Dataset: Forward reaction prediction with 1.9M reactions from USPTO patents (1976-2016). Task: Predict the product of the given reaction. Given the reactants [NH2:1][C:2]1[C:3]2[N:11]=[C:10](C3C=C(C=C(F)C=3)C(NCC3CCN(C)CC3)=O)[CH:9]=[CH:8][C:4]=2[N:5]=[CH:6][N:7]=1.Cl.[NH:31]1[CH:35]=[CH:34][N:33]=[C:32]1[CH:36]1[CH2:41][CH2:40][CH2:39][NH:38][CH2:37]1.C(N(CC)CC)C.CC(N(C)C)=O, predict the reaction product. The product is: [NH:31]1[CH:35]=[CH:34][N:33]=[C:32]1[CH:36]1[CH2:41][CH2:40][CH2:39][N:38]([C:10]2[CH:9]=[CH:8][C:4]3[N:5]=[CH:6][N:7]=[C:2]([NH2:1])[C:3]=3[N:11]=2)[CH2:37]1.